This data is from Forward reaction prediction with 1.9M reactions from USPTO patents (1976-2016). The task is: Predict the product of the given reaction. (1) Given the reactants [OH:1][CH2:2][CH2:3][O:4][CH2:5][CH2:6][N:7]1[CH2:12][CH2:11][NH:10][CH2:9][CH2:8]1.[C:13]([O:17][C:18](=[O:21])[CH2:19]Br)([CH3:16])([CH3:15])[CH3:14].N(CCO)(CCO)CCO.[NH4+].[Cl-], predict the reaction product. The product is: [OH:1][CH2:2][CH2:3][O:4][CH2:5][CH2:6][N:7]1[CH2:12][CH2:11][N:10]([CH2:19][C:18]([O:17][C:13]([CH3:16])([CH3:15])[CH3:14])=[O:21])[CH2:9][CH2:8]1. (2) Given the reactants [C:1]([O:9][C@@H:10]1[C@@H:17]([O:18][CH2:19][C:20]2[CH:25]=[CH:24][CH:23]=[CH:22][CH:21]=2)[C@H:16]([O:26][CH2:27][C:28]2[CH:33]=[CH:32][CH:31]=[CH:30][CH:29]=2)[C@@H:15]([CH2:34][O:35]CC2C=CC(Cl)=CC=2)[O:14][C@H:11]1[O:12][CH3:13])(=[O:8])[C:2]1[CH:7]=[CH:6][CH:5]=[CH:4][CH:3]=1.N1CCOCC1.[O-]P([O-])([O-])=O.[K+].[K+].[K+].Cl[Sn](Cl)(Cl)Cl, predict the reaction product. The product is: [C:1]([O:9][C@@H:10]1[C@@H:17]([O:18][CH2:19][C:20]2[CH:21]=[CH:22][CH:23]=[CH:24][CH:25]=2)[C@H:16]([O:26][CH2:27][C:28]2[CH:29]=[CH:30][CH:31]=[CH:32][CH:33]=2)[C@@H:15]([CH2:34][OH:35])[O:14][C@H:11]1[O:12][CH3:13])(=[O:8])[C:2]1[CH:7]=[CH:6][CH:5]=[CH:4][CH:3]=1.